This data is from M1 muscarinic receptor antagonist screen with 61,756 compounds. The task is: Binary Classification. Given a drug SMILES string, predict its activity (active/inactive) in a high-throughput screening assay against a specified biological target. (1) The drug is Clc1ccc(S(=O)(=O)NC2C(OCC)CCCC2)cc1. The result is 0 (inactive). (2) The result is 0 (inactive). The drug is O1C(CC(=O)NCCCOC)C(=O)Nc2c1cccc2. (3) The compound is O=C1N(C2NC(=O)NC2N1)CC(=O)NC1CCCCC1. The result is 0 (inactive). (4) The compound is S(=O)(=O)(NCc1ccc(C(=O)NCC2OCCC2)cc1)c1cc(OC)ccc1. The result is 0 (inactive).